From a dataset of Forward reaction prediction with 1.9M reactions from USPTO patents (1976-2016). Predict the product of the given reaction. (1) The product is: [NH2:17][C:3]1[C:4]([NH:12][CH2:13][CH2:14][CH2:15][Cl:16])=[C:5]([CH:10]=[CH:11][C:2]=1[Cl:1])[C:6]([O:8][CH3:9])=[O:7]. Given the reactants [Cl:1][C:2]1[CH:11]=[CH:10][C:5]([C:6]([O:8][CH3:9])=[O:7])=[C:4]([NH:12][CH2:13][CH2:14][CH2:15][Cl:16])[C:3]=1[N+:17]([O-])=O, predict the reaction product. (2) Given the reactants N[C:2]1[S:3][C:4]2[CH:10]=[C:9]([N+:11]([O-:13])=[O:12])[CH:8]=[CH:7][C:5]=2[N:6]=1.N([O-])=O.[Na+].[BrH:18], predict the reaction product. The product is: [Br:18][C:2]1[S:3][C:4]2[CH:10]=[C:9]([N+:11]([O-:13])=[O:12])[CH:8]=[CH:7][C:5]=2[N:6]=1. (3) Given the reactants [F:1][CH:2]([F:39])[C:3]1[N:7]([C:8]2[CH:13]=[C:12]([N:14]3[CH2:19][CH2:18][O:17][CH2:16][C@@H:15]3[CH3:20])[N:11]=[C:10]([NH:21][CH2:22][C@H:23]3[CH2:28][CH2:27][C@H:26]([NH:29][CH2:30][C:31]([CH3:34])([OH:33])[CH3:32])[CH2:25][CH2:24]3)[N:9]=2)[C:6]2[CH:35]=[CH:36][CH:37]=[CH:38][C:5]=2[N:4]=1.[CH2:40](N(CC)CC)C.N1(CO)C2C=CC=CC=2N=N1.[BH4-].[Li+], predict the reaction product. The product is: [F:39][CH:2]([F:1])[C:3]1[N:7]([C:8]2[CH:13]=[C:12]([N:14]3[CH2:19][CH2:18][O:17][CH2:16][C@@H:15]3[CH3:20])[N:11]=[C:10]([NH:21][CH2:22][C@H:23]3[CH2:24][CH2:25][C@H:26]([N:29]4[CH2:30][C:31]([CH3:34])([CH3:32])[O:33][CH2:40]4)[CH2:27][CH2:28]3)[N:9]=2)[C:6]2[CH:35]=[CH:36][CH:37]=[CH:38][C:5]=2[N:4]=1. (4) Given the reactants Br[C:2]1[CH:3]=[C:4]([C@@H:8]([NH:10][C:11]([C:13]2[CH:14]=[C:15]3[C:19](=[CH:20][CH:21]=2)[N:18]([CH2:22][C:23]2[CH:28]=[CH:27][C:26]([C:29]4[C:30]([C:35]([O:37][C:38]([CH3:41])([CH3:40])[CH3:39])=[O:36])=[CH:31][CH:32]=[CH:33][CH:34]=4)=[CH:25][CH:24]=2)[C:17]([CH3:42])=[C:16]3[CH3:43])=[O:12])[CH3:9])[CH:5]=[CH:6][CH:7]=1.[CH3:44]B1OB(C)OB(C)O1.C([O-])([O-])=O.[K+].[K+], predict the reaction product. The product is: [CH3:42][C:17]1[N:18]([CH2:22][C:23]2[CH:28]=[CH:27][C:26]([C:29]3[C:30]([C:35]([O:37][C:38]([CH3:41])([CH3:40])[CH3:39])=[O:36])=[CH:31][CH:32]=[CH:33][CH:34]=3)=[CH:25][CH:24]=2)[C:19]2[C:15]([C:16]=1[CH3:43])=[CH:14][C:13]([C:11](=[O:12])[NH:10][C@H:8]([C:4]1[CH:3]=[C:2]([CH3:44])[CH:7]=[CH:6][CH:5]=1)[CH3:9])=[CH:21][CH:20]=2. (5) Given the reactants [CH2:1]([C:3]1[CH:12]=[CH:11][C:10]2[C:5](=[CH:6][CH:7]=[CH:8][C:9]=2[N:13]=[CH:14][C:15]([C:30]([F:33])([F:32])[F:31])([OH:29])[CH2:16][C:17]([C:20]2[CH:25]=[C:24]([F:26])[CH:23]=[CH:22][C:21]=2[O:27]C)([CH3:19])[CH3:18])[N:4]=1)[CH3:2].B(Br)(Br)Br.CO, predict the reaction product. The product is: [CH2:1]([C:3]1[CH:12]=[CH:11][C:10]2[C:5](=[CH:6][CH:7]=[CH:8][C:9]=2[NH:13][CH2:14][C:15]([C:30]([F:31])([F:32])[F:33])([OH:29])[CH2:16][C:17]([C:20]2[CH:25]=[C:24]([F:26])[CH:23]=[CH:22][C:21]=2[OH:27])([CH3:19])[CH3:18])[N:4]=1)[CH3:2].